This data is from Human liver microsome stability data. The task is: Regression/Classification. Given a drug SMILES string, predict its absorption, distribution, metabolism, or excretion properties. Task type varies by dataset: regression for continuous measurements (e.g., permeability, clearance, half-life) or binary classification for categorical outcomes (e.g., BBB penetration, CYP inhibition). Dataset: hlm. (1) The drug is CCN(CC)CCNC(=O)c1c(C)[nH]c(C=C2C(=O)Nc3ccc(F)cc32)c1C. The result is 0 (unstable in human liver microsomes). (2) The drug is COc1cc2nc(N3CCCN(C(=O)N4CCOCC4)CC3)nc(N)c2cc1-c1ccccn1. The result is 1 (stable in human liver microsomes). (3) The drug is CNC(=O)N1C(=O)N(c2cccc(C(F)(F)F)c2)C2=C(C(=O)CC2)[C@H]1c1ccc(C#N)cc1S(C)(=O)=O. The result is 0 (unstable in human liver microsomes). (4) The drug is N#Cc1ccccc1Cn1c(N2CCC[C@@H](N)C2)nc2ccc(F)cc2c1=O. The result is 0 (unstable in human liver microsomes). (5) The compound is CC(=O)Nc1ccc2c(c1)S(=O)(=O)N=C(c1c(O)c(-c3cccs3)nn(CCC(C)C)c1=O)N2. The result is 1 (stable in human liver microsomes). (6) The compound is CN(C)CCOc1cc(-c2cn[nH]c2)ccc1NC(=O)[C@H]1Cc2ccccc2CN1. The result is 0 (unstable in human liver microsomes).